From a dataset of Forward reaction prediction with 1.9M reactions from USPTO patents (1976-2016). Predict the product of the given reaction. (1) Given the reactants [Cl:1][C:2]1[N:3]=[C:4]([N:9]2[CH2:13][CH2:12][CH:11]([OH:14])[CH2:10]2)[S:5][C:6]=1[CH:7]=O.[CH:15]([NH:18][C:19]([C@@H:21]1[C@H:26]([NH:27][C:28]2[C:33]([Cl:34])=[CH:32][N:31]=[C:30]([NH2:35])[C:29]=2[NH2:36])[C@@H:25]2[CH2:37][C@H:22]1[CH:23]=[CH:24]2)=[O:20])([CH3:17])[CH3:16].C([O-])(=O)C.[NH4+], predict the reaction product. The product is: [CH:15]([NH:18][C:19]([C@@H:21]1[C@H:26]([NH:27][C:28]2[C:33]([Cl:34])=[CH:32][N:31]=[C:30]3[N:35]=[C:7]([C:6]4[S:5][C:4]([N:9]5[CH2:13][CH2:12][C@@H:11]([OH:14])[CH2:10]5)=[N:3][C:2]=4[Cl:1])[NH:36][C:29]=23)[C@@H:25]2[CH2:37][C@H:22]1[CH:23]=[CH:24]2)=[O:20])([CH3:17])[CH3:16]. (2) Given the reactants [C:1]([O:9][C@H:10]([CH2:15][CH2:16][CH2:17][O:18][Si](C(C)(C)C)(C1C=CC=CC=1)C1C=CC=CC=1)[CH2:11][C:12]([Br:14])=[CH2:13])(=[O:8])[C:2]1[CH:7]=[CH:6][CH:5]=[CH:4][CH:3]=1.O, predict the reaction product. The product is: [C:1]([O:9][C@H:10]([CH2:15][CH2:16][CH2:17][OH:18])[CH2:11][C:12]([Br:14])=[CH2:13])(=[O:8])[C:2]1[CH:7]=[CH:6][CH:5]=[CH:4][CH:3]=1. (3) Given the reactants [CH:1]1([CH:7]([N:11]2[C:15]3[CH:16]=[C:17]([F:21])[C:18]([F:20])=[CH:19][C:14]=3[N:13]=[C:12]2[C@@H:22]([O:29][CH3:30])[C:23]2[CH:28]=[CH:27][CH:26]=[CH:25][CH:24]=2)[C:8](O)=[O:9])[CH2:6][CH2:5][CH2:4][CH2:3][CH2:2]1.N1C=CC=CC=1.S(Cl)(Cl)=O.[NH2:41][C:42]1[CH:52]=[CH:51][C:45]([C:46]([O:48][CH2:49][CH3:50])=[O:47])=[CH:44][CH:43]=1, predict the reaction product. The product is: [CH2:49]([O:48][C:46](=[O:47])[C:45]1[CH:51]=[CH:52][C:42]([NH:41][C:8](=[O:9])[CH:7]([CH:1]2[CH2:6][CH2:5][CH2:4][CH2:3][CH2:2]2)[N:11]2[C:15]3[CH:16]=[C:17]([F:21])[C:18]([F:20])=[CH:19][C:14]=3[N:13]=[C:12]2[C@@H:22]([O:29][CH3:30])[C:23]2[CH:28]=[CH:27][CH:26]=[CH:25][CH:24]=2)=[CH:43][CH:44]=1)[CH3:50]. (4) Given the reactants [I:1][C:2]1[CH:7]=[CH:6][C:5]([OH:8])=[C:4]([CH3:9])[CH:3]=1.[CH2:10](Br)[C:11]1[CH:16]=[CH:15][CH:14]=[CH:13][CH:12]=1.C(=O)([O-])[O-].[K+].[K+], predict the reaction product. The product is: [CH2:10]([O:8][C:5]1[CH:6]=[CH:7][C:2]([I:1])=[CH:3][C:4]=1[CH3:9])[C:11]1[CH:16]=[CH:15][CH:14]=[CH:13][CH:12]=1. (5) Given the reactants Cl[C:2]1[NH:6][C:5]2[CH:7]=[CH:8][C:9]([C:11]([F:14])([F:13])[F:12])=[CH:10][C:4]=2[N:3]=1.Br.[C:16]1([N:22]2[CH2:26][C:25]3([CH2:31][CH2:30][NH:29][CH2:28][CH2:27]3)[O:24][C:23]2=[O:32])[CH:21]=[CH:20][CH:19]=[CH:18][CH:17]=1.CCN(C(C)C)C(C)C, predict the reaction product. The product is: [C:16]1([N:22]2[CH2:26][C:25]3([CH2:27][CH2:28][N:29]([C:2]4[NH:6][C:5]5[CH:7]=[CH:8][C:9]([C:11]([F:14])([F:13])[F:12])=[CH:10][C:4]=5[N:3]=4)[CH2:30][CH2:31]3)[O:24][C:23]2=[O:32])[CH:17]=[CH:18][CH:19]=[CH:20][CH:21]=1. (6) Given the reactants C(OC(=O)[NH:7][C@@H:8]1[CH2:10][C@H:9]1[C:11]1[CH:16]=[CH:15][C:14]([NH:17][C:18](=[O:20])[CH3:19])=[CH:13][CH:12]=1)(C)(C)C.[ClH:22], predict the reaction product. The product is: [ClH:22].[NH2:7][C@@H:8]1[CH2:10][C@H:9]1[C:11]1[CH:16]=[CH:15][C:14]([NH:17][C:18](=[O:20])[CH3:19])=[CH:13][CH:12]=1.